From a dataset of Catalyst prediction with 721,799 reactions and 888 catalyst types from USPTO. Predict which catalyst facilitates the given reaction. (1) Reactant: [OH:1][C:2]1[CH:3]=[C:4]([C@@H:8]([N:10]2[CH2:15][CH2:14][C:13]([CH3:22])([C:16]3[CH:21]=[CH:20][CH:19]=[CH:18][CH:17]=3)[O:12][C:11]2=[O:23])[CH3:9])[CH:5]=[CH:6][CH:7]=1.C([O-])([O-])=O.[Cs+].[Cs+].Br[CH2:31][C:32]([O:34][CH2:35][CH3:36])=[O:33].O. Product: [CH3:22][C:13]1([C:16]2[CH:17]=[CH:18][CH:19]=[CH:20][CH:21]=2)[O:12][C:11](=[O:23])[N:10]([C@H:8]([C:4]2[CH:3]=[C:2]([CH:7]=[CH:6][CH:5]=2)[O:1][CH2:31][C:32]([O:34][CH2:35][CH3:36])=[O:33])[CH3:9])[CH2:15][CH2:14]1. The catalyst class is: 496. (2) Reactant: [C:1]([N:8]1[CH:12]=[CH:11]N=C1)([N:3]1C=CN=C1)=[O:2].[F:13][C:14]([F:34])([F:33])[O:15][C:16]1[CH:21]=[CH:20][C:19]([S:22]([N:25]2[CH2:30][CH2:29][CH:28]([O:31]N)[CH2:27][CH2:26]2)(=[O:24])=[O:23])=[CH:18][CH:17]=1.[CH2:35](N(CC)CC)[CH3:36].C1(CN)CC1. Product: [CH:11]1([CH2:12][NH:8][C:1]([NH:3][O:31][CH:28]2[CH2:29][CH2:30][N:25]([S:22]([C:19]3[CH:20]=[CH:21][C:16]([O:15][C:14]([F:34])([F:33])[F:13])=[CH:17][CH:18]=3)(=[O:24])=[O:23])[CH2:26][CH2:27]2)=[O:2])[CH2:36][CH2:35]1. The catalyst class is: 2. (3) Reactant: [Cl:1][C:2]1[C:11]2[C:6](=[CH:7][CH:8]=[C:9]([F:12])[CH:10]=2)[N:5]=[C:4]([CH2:13][CH3:14])[C:3]=1[C:15]1[CH:20]=[CH:19][CH:18]=[CH:17][CH:16]=1.[Br:21]N1C(C)(C)C(=O)N(Br)C1=O.C(OOC(=O)C1C=CC=CC=1)(=O)C1C=CC=CC=1.C([O-])(O)=O.[Na+]. Product: [Br:21][CH:13]([C:4]1[C:3]([C:15]2[CH:16]=[CH:17][CH:18]=[CH:19][CH:20]=2)=[C:2]([Cl:1])[C:11]2[C:6](=[CH:7][CH:8]=[C:9]([F:12])[CH:10]=2)[N:5]=1)[CH3:14]. The catalyst class is: 53.